From a dataset of Catalyst prediction with 721,799 reactions and 888 catalyst types from USPTO. Predict which catalyst facilitates the given reaction. (1) Reactant: Cl[CH2:2][C:3]1[N:7]([C:8]2[CH:13]=[CH:12][CH:11]=[C:10]([C:14]([F:17])([F:16])[F:15])[CH:9]=2)[N:6]=[N:5][N:4]=1.[CH2:18]([S:20]([N:23]1[CH2:28][CH2:27][NH:26][CH2:25][CH2:24]1)(=[O:22])=[O:21])[CH3:19].C(N(CC)CC)C. Product: [CH2:18]([S:20]([N:23]1[CH2:24][CH2:25][N:26]([CH2:2][C:3]2[N:7]([C:8]3[CH:13]=[CH:12][CH:11]=[C:10]([C:14]([F:17])([F:16])[F:15])[CH:9]=3)[N:6]=[N:5][N:4]=2)[CH2:27][CH2:28]1)(=[O:22])=[O:21])[CH3:19]. The catalyst class is: 10. (2) Reactant: CC([O-])(C)C.[K+].[CH3:7][N:8]1[C:16]2[C:11](=[CH:12][N:13]=[CH:14][CH:15]=2)[CH:10]=[CH:9]1.[SiH:17]([CH2:22][CH3:23])([CH2:20][CH3:21])[CH2:18][CH3:19]. Product: [CH3:7][N:8]1[C:16]2[CH:15]=[CH:14][N:13]=[CH:12][C:11]=2[CH:10]=[C:9]1[Si:17]([CH2:22][CH3:23])([CH2:20][CH3:21])[CH2:18][CH3:19]. The catalyst class is: 1. (3) Reactant: [C:1]([CH:3]([N:5]1[C:11]2[CH:12]=[CH:13][CH:14]=[CH:15][C:10]=2[CH2:9][CH2:8][C:7]2[CH:16]=[C:17]([CH2:20][N:21]3[C:25]4=[N:26][C:27]([CH3:31])=[CH:28][C:29]([CH3:30])=[C:24]4[N:23]=[C:22]3[CH2:32][CH3:33])[CH:18]=[CH:19][C:6]1=2)[CH3:4])#[N:2].C[Si]([N:38]=[N+:39]=[N-:40])(C)C.C([Sn](=O)CCCC)CCC. Product: [CH2:32]([C:22]1[N:21]([CH2:20][C:17]2[CH:18]=[CH:19][C:6]3[N:5]([CH:3]([C:1]4[NH:40][N:39]=[N:38][N:2]=4)[CH3:4])[C:11]4[CH:12]=[CH:13][CH:14]=[CH:15][C:10]=4[CH2:9][CH2:8][C:7]=3[CH:16]=2)[C:25]2=[N:26][C:27]([CH3:31])=[CH:28][C:29]([CH3:30])=[C:24]2[N:23]=1)[CH3:33]. The catalyst class is: 11. (4) The catalyst class is: 2. Product: [Br:1][CH2:2][C:3]([NH:8][CH2:7][CH2:7][NH:8][C:3](=[O:5])[CH2:2][Br:1])=[O:5]. Reactant: [Br:1][CH2:2][C:3]([OH:5])=O.N=[C:7]=[NH:8]. (5) Reactant: [F:1][C:2]1[CH:3]=[C:4]([CH:6]=[C:7](B2OC(C)(C)C(C)(C)O2)[CH:8]=1)[NH2:5].Br[C:19]1[S:20][CH:21]=[N:22][CH:23]=1.CC(C1C=C(C(C)C)C(C2C=CC=CC=2P(C2CCCCC2)C2CCCCC2)=C(C(C)C)C=1)C.C(=O)([O-])[O-].[Cs+].[Cs+]. Product: [F:1][C:2]1[CH:3]=[C:4]([CH:6]=[C:7]([C:19]2[S:20][CH:21]=[N:22][CH:23]=2)[CH:8]=1)[NH2:5]. The catalyst class is: 110. (6) Reactant: [Br:1][C:2]1[CH:10]=[CH:9][C:5]([C:6](O)=[O:7])=[CH:4][C:3]=1[Cl:11].Cl.[CH3:13][NH:14][O:15][CH3:16].C1C=C2N=NN(O)C2=CC=1.O.Cl.C(N=C=NCCCN(C)C)C.C(=O)([O-])O.[Na+]. Product: [Br:1][C:2]1[CH:10]=[CH:9][C:5]([C:6]([N:14]([O:15][CH3:16])[CH3:13])=[O:7])=[CH:4][C:3]=1[Cl:11]. The catalyst class is: 289.